Task: Binary Classification. Given a miRNA mature sequence and a target amino acid sequence, predict their likelihood of interaction.. Dataset: Experimentally validated miRNA-target interactions with 360,000+ pairs, plus equal number of negative samples (1) The miRNA is hsa-miR-4749-5p with sequence UGCGGGGACAGGCCAGGGCAUC. The protein sequence of the target gene is MAAEEPQQQKQEPLGSDSEGVNCLAYDEAIMAQQDRIQQEIAVQNPLVSERLELSVLYKEYAEDDNIYQQKIKDLHKKYSYIRKTRPDGNCFYRAFGFSHLEALLDDSKELQRFKAVSAKSKEDLVSQGFTEFTIEDFHNTFMDLIEQVEKQTSVADLLASFNDQSTSDYLVVYLRLLTSGYLQRESKFFEHFIEGGRTVKEFCQQEVEPMCKESDHIHIIALAQALSVSIQVEYMDRGEGGTTNPHIFPEGSEPKVYLLYRPGHYDILYK. Result: 1 (interaction). (2) The miRNA is hsa-miR-6759-3p with sequence UGACCUUUGCCUCUCCCCUCAG. The protein sequence of the target gene is MVSTTLSVSRMTFVWRAARPSLLNHSLRKMSYQEGKPEPAKQALKKSKLPLGRFDSLEDSPEEREPLQKFPDDVNPVTKEKGGPKGPEPTRYGDWERKGRCIDF. Result: 0 (no interaction). (3) The miRNA is hsa-miR-4718 with sequence AGCUGUACCUGAAACCAAGCA. The protein sequence of the target gene is MADESETAVKPPAPPLPQMMEGNGNGHEHCSDCENEEDNSYNRGGLSPANDTGAKKKKKKQKKKKEKGSETDSAQDQPVKMNSLPAERIQEIQKAIELFSVGQGPAKTMEEASKRSYQFWDTQPVPKLGEVVNTHGPVEPDKDNIRQEPYTLPQGFTWDALDLGDRGVLKELYTLLNENYVEDDDNMFRFDYSPEFLLWALRPPGWLPQWHCGVRVVSSRKLVGFISAIPANIHIYDTEKKMVEINFLCVHKKLRSKRVAPVLIREITRRVHLEGIFQAVYTAGVVLPKPVGTCRYWHRS.... Result: 0 (no interaction). (4) The miRNA is hsa-miR-4715-5p with sequence AAGUUGGCUGCAGUUAAGGUGG. The protein sequence of the target gene is MAAQQRDCGGAAQLAGPAAEADPLGRFTCPVCLEVYEKPVQVPCGHVFCSACLQECLKPKKPVCGVCRSALAPGVRAVELERQIESTETSCHGCRKNFFLSKIRSHVATCSKYQNYIMEGVKATIKDASLQPRNVPNRYTFPCPYCPEKNFDQEGLVEHCKLFHSTDTKSVVCPICASMPWGDPNYRSANFREHIQRRHRFSYDTFVDYDVDEEDMMNQVLQRSIIDQ. Result: 0 (no interaction). (5) The miRNA is mmu-miR-6940-3p with sequence UUACCUUCCGUGCUUGCCCGCAG. The protein sequence of the target gene is MKNKGAKQKLKRKGAASAFGCDLTEYLESSGQDVPYVLKSCAEFIETHGIVDGIYRLSGITSNIQRLRQEFGSDQCPDLTREVYLQDIHCVGSLCKLYFRELPNPLLTYELYEKFTEAVSHRPEEGQLARIQNVILELPPPHYRTLEYLIRHLAHIASFSSKTNMHARNLALVWAPNLLRSKKIEATICNGDAAFLAVRVQQVVIEFILNHADQIFNGGAPGALQQDESRTITKSLTLPALSLPMKLVSLEEAQARSLATNHPARKERRENSLPEIVPPPFHTVLELPDNKRKLSSKSKK.... Result: 0 (no interaction). (6) The miRNA is ath-miR859 with sequence UCUCUCUGUUGUGAAGUCAAA. The protein sequence of the target gene is MEKEETTRELLLPNWQGSGSHGLTIAQRDDGVFVQEVTQNSPAARTGVVKEGDQIVGATIYFDNLQSGEVTQLLNTMGHHTVGLKLHRKGDRSPEPGQTWTREVFSSCSSEVVLSGDDEEYQRIYTTKIKPRLKSEDGVEGDLGETQSRTITVTRRVTAYTVDVTGREGAKDIDISSPEFKIKIPRHELTEISNVDVETQSGKTVIRLPSGSGAASPTGSAVDIRAGAISASGPELQGAGHSKLQVTMPGIKVGGSGVNVNAKGLDLGGRGGVQVPAVDISSSLGGRAVEVQGPSLESGD.... Result: 0 (no interaction). (7) The miRNA is hsa-miR-93-5p with sequence CAAAGUGCUGUUCGUGCAGGUAG. The protein sequence of the target gene is MPYEIKKVFASLPQVERGVSKIIGGDPKGNNFLYTNGKCVILRNIDNPALADIYTEHAHQVVVAKYAPSGFYIASGDVSGKLRIWDTTQKEHLLKYEYQPFAGKIKDIAWTEDSKRIAVVGEGREKFGAVFLWDSGSSVGEITGHNKVINSVDIKQSRPYRLATGSDDNCAAFFEGPPFKFKFTIGDHSRFVNCVRFSPDGNRFATASADGQIYIYDGKTGEKVCALGGSKAHDGGIYAISWSPDSTHLLSASGDKTSKIWDVSVNSVVSTFPMGSTVLDQQLGCLWQKDHLLSVSLSGY.... Result: 1 (interaction). (8) The miRNA is hsa-miR-4638-3p with sequence CCUGGACACCGCUCAGCCGGCCG. The protein sequence of the target gene is MTGAEIEPSAQAKPEKKAGEEVIAGPERENDVPLVVRPKVRTQATTGARPKTETKSVPAARPKTEAQAMSGARPKTEVQVMGGARPKTEAQGITGARPKTDARAVGGARSKTDAKAIPGARPKDEAQAWAQSEFGTEAVSQAEGVSQTNAVAWPLATAESGSVTKSKGLSMDRELVNVDAETFPGTQGQKGIQPWFGPGEETNMGSWCYSRPRAREEASNESGFWSADETSTASSFWTGEETSVRSWPREESNTRSRHRAKHQTNPRSRPRSKQEAYVDSWSGSEDEASNPFSFWVGENT.... Result: 0 (no interaction).